This data is from Full USPTO retrosynthesis dataset with 1.9M reactions from patents (1976-2016). The task is: Predict the reactants needed to synthesize the given product. (1) Given the product [NH2:29][C:23]1[C:24]([NH:28][C:32]([NH:31][CH2:34][CH3:35])=[O:33])=[C:25]([NH2:27])[N:26]=[C:21]([C:6]2[C:5]([CH3:30])=[C:4]([CH:1]3[CH2:3][CH2:2]3)[N:8]([CH2:9][C:10]3[C:15]([F:16])=[CH:14][C:13]([O:17][CH2:18][CH3:19])=[CH:12][C:11]=3[F:20])[N:7]=2)[N:22]=1, predict the reactants needed to synthesize it. The reactants are: [CH:1]1([C:4]2[N:8]([CH2:9][C:10]3[C:15]([F:16])=[CH:14][C:13]([O:17][CH2:18][CH3:19])=[CH:12][C:11]=3[F:20])[N:7]=[C:6]([C:21]3[N:26]=[C:25]([NH2:27])[C:24]([NH2:28])=[C:23]([NH2:29])[N:22]=3)[C:5]=2[CH3:30])[CH2:3][CH2:2]1.[N:31]([CH2:34][CH3:35])=[C:32]=[O:33]. (2) Given the product [C:1]([O:5][C:6](=[O:14])/[CH:7]=[CH:8]/[C:9]1[CH:13]=[CH:12][N:11]([S:22]([C:18]2[CH:19]=[CH:20][CH:21]=[C:16]([Br:15])[CH:17]=2)(=[O:24])=[O:23])[CH:10]=1)([CH3:4])([CH3:2])[CH3:3], predict the reactants needed to synthesize it. The reactants are: [C:1]([O:5][C:6](=[O:14])/[CH:7]=[CH:8]/[C:9]1[CH:13]=[CH:12][NH:11][CH:10]=1)([CH3:4])([CH3:3])[CH3:2].[Br:15][C:16]1[CH:17]=[C:18]([S:22](Cl)(=[O:24])=[O:23])[CH:19]=[CH:20][CH:21]=1. (3) Given the product [C:49]([C:51]1[CH:52]=[CH:53][C:54]([S:57]([N:37]([CH2:38][C:39]2[CH:48]=[CH:47][C:42]([C:43]([O:45][CH3:46])=[O:44])=[CH:41][CH:40]=2)[CH2:36][C:31]2[CH:32]=[CH:33][CH:34]=[CH:35][N:30]=2)(=[O:59])=[O:58])=[CH:55][CH:56]=1)#[N:50], predict the reactants needed to synthesize it. The reactants are: COC(=O)C1C=CC(CN(CC2C=CC=CC=2)S(C2C=CC(Cl)=CC=2)(=O)=O)=CC=1.[N:30]1[CH:35]=[CH:34][CH:33]=[CH:32][C:31]=1[CH2:36][NH:37][CH2:38][C:39]1[CH:48]=[CH:47][C:42]([C:43]([O:45][CH3:46])=[O:44])=[CH:41][CH:40]=1.[C:49]([C:51]1[CH:56]=[CH:55][C:54]([S:57](Cl)(=[O:59])=[O:58])=[CH:53][CH:52]=1)#[N:50]. (4) The reactants are: [NH2:1][CH2:2][CH2:3][CH2:4][CH2:5][OH:6].[Br:7][C:8]1[CH:16]=[CH:15][C:11]([C:12](Cl)=[O:13])=[CH:10][CH:9]=1.C(N(C(C)C)CC)(C)C.O. Given the product [Br:7][C:8]1[CH:16]=[CH:15][C:11]([C:12]([NH:1][CH2:2][CH2:3][CH2:4][CH2:5][OH:6])=[O:13])=[CH:10][CH:9]=1, predict the reactants needed to synthesize it. (5) Given the product [CH2:1]([C:3]1[CH:4]=[C:5]2[C:6](=[CH:7][CH:8]=1)[C:11]1([OH:10])[C:19](=[O:20])[C:18]3[C:13]([C:12]1([OH:22])[O:9]2)=[CH:14][CH:15]=[C:16]([OH:21])[CH:17]=3)[CH3:2], predict the reactants needed to synthesize it. The reactants are: [CH2:1]([C:3]1[CH:4]=[C:5]([OH:9])[CH:6]=[CH:7][CH:8]=1)[CH3:2].[OH:10][C:11]1(O)[C:19](=[O:20])[C:18]2[C:13](=[CH:14][CH:15]=[C:16]([OH:21])[CH:17]=2)[C:12]1=[O:22]. (6) Given the product [Cl:1][C:2]1[CH:7]=[CH:6][C:5]([C@@H:8]([OH:31])[CH2:9][NH:10][C@@H:11]2[CH2:20][C:19]3[CH:18]=[C:17]([C:21]4[CH:30]=[CH:29][C:24]([C:25]([O-:27])=[O:26])=[CH:23][CH:22]=4)[CH:16]=[CH:15][C:14]=3[CH2:13][CH2:12]2)=[CH:4][CH:3]=1.[Na+:33], predict the reactants needed to synthesize it. The reactants are: [Cl:1][C:2]1[CH:7]=[CH:6][C:5]([C@@H:8]([OH:31])[CH2:9][NH:10][C@@H:11]2[CH2:20][C:19]3[CH:18]=[C:17]([C:21]4[CH:30]=[CH:29][C:24]([C:25]([O:27]C)=[O:26])=[CH:23][CH:22]=4)[CH:16]=[CH:15][C:14]=3[CH2:13][CH2:12]2)=[CH:4][CH:3]=1.[OH-].[Na+:33].